From a dataset of Reaction yield outcomes from USPTO patents with 853,638 reactions. Predict the reaction yield, written as a fraction of the theoretical maximum amount of product (1.0 means a 100% yield; for example, 0.34 means a 34% yield). (1) The reactants are [CH2:1]([C:3]1[CH:18]=[C:17]([C:19]2[CH:24]=[CH:23][CH:22]=[CH:21][CH:20]=2)[C:16]([O:25][CH2:26][C:27]2[CH:32]=[CH:31][CH:30]=[CH:29][CH:28]=2)=[CH:15][C:4]=1[O:5][CH2:6][CH2:7][CH2:8][CH2:9][C:10]([CH3:14])([CH3:13])[CH2:11][NH2:12])[CH3:2].C(N(CC)CC)C.[NH:40]([C:60]([O:62][C:63]([CH3:66])([CH3:65])[CH3:64])=[O:61])[C@H:41]([C:50](ON1C(=O)CCC1=O)=[O:51])[CH2:42][C:43](=[O:49])[O:44][C:45]([CH3:48])([CH3:47])[CH3:46]. The catalyst is CN(C)C=O. The product is [C:63]([O:62][C:60]([NH:40][CH:41]([C:50](=[O:51])[NH:12][CH2:11][C:10]([CH3:14])([CH3:13])[CH2:9][CH2:8][CH2:7][CH2:6][O:5][C:4]1[CH:15]=[C:16]([O:25][CH2:26][C:27]2[CH:32]=[CH:31][CH:30]=[CH:29][CH:28]=2)[C:17]([C:19]2[CH:20]=[CH:21][CH:22]=[CH:23][CH:24]=2)=[CH:18][C:3]=1[CH2:1][CH3:2])[CH2:42][C:43]([O:44][C:45]([CH3:48])([CH3:47])[CH3:46])=[O:49])=[O:61])([CH3:65])([CH3:64])[CH3:66]. The yield is 1.47. (2) The reactants are FC(F)(F)S(O[C:7]1[CH:12]=[CH:11][C:10]([C:13]([CH3:21])([CH3:20])[O:14][SiH2:15][C:16]([CH3:19])([CH3:18])[CH3:17])=[C:9]([CH:22]([CH3:24])[CH3:23])[CH:8]=1)(=O)=O.[CH3:27][Si:28]([C:31]#[CH:32])([CH3:30])[CH3:29]. The catalyst is C(N(CC)CC)C.CN(C=O)C.Cl[Pd](Cl)([P](C1C=CC=CC=1)(C1C=CC=CC=1)C1C=CC=CC=1)[P](C1C=CC=CC=1)(C1C=CC=CC=1)C1C=CC=CC=1. The product is [C:16]([SiH2:15][O:14][C:13]([CH3:21])([CH3:20])[C:10]1[CH:11]=[CH:12][C:7]([C:32]#[C:31][Si:28]([CH3:30])([CH3:29])[CH3:27])=[CH:8][C:9]=1[CH:22]([CH3:24])[CH3:23])([CH3:19])([CH3:18])[CH3:17]. The yield is 0.780. (3) The reactants are [CH2:1]([N:3]1[C:9](=[O:10])[C:8]([CH3:12])([CH3:11])[C:7](=[O:13])[N:6]([CH3:14])[C:5]2[CH:15]=[C:16]([O:19]CC3C=CC=CC=3)[CH:17]=[CH:18][C:4]1=2)[CH3:2]. The catalyst is [C+4].[OH-].[Pd+2].[OH-].[OH-].[OH-].[OH-].[OH-].CO. The product is [CH2:1]([N:3]1[C:9](=[O:10])[C:8]([CH3:12])([CH3:11])[C:7](=[O:13])[N:6]([CH3:14])[C:5]2[CH:15]=[C:16]([OH:19])[CH:17]=[CH:18][C:4]1=2)[CH3:2]. The yield is 0.820. (4) The reactants are [C:1]([NH:4][NH2:5])(N)=[NH:2].Cl.[CH:7]1([C:10]2[C:19]3[C:14](=[CH:15][CH:16]=[CH:17][CH:18]=3)[C:13]([N:20]=[C:21]=[S:22])=[CH:12][CH:11]=2)[CH2:9][CH2:8]1.C(N(C(C)C)CC)(C)C. The catalyst is CN(C=O)C. The product is [NH2:2][C:1]1[N:20]([C:13]2[C:14]3[C:19](=[CH:18][CH:17]=[CH:16][CH:15]=3)[C:10]([CH:7]3[CH2:9][CH2:8]3)=[CH:11][CH:12]=2)[C:21]([SH:22])=[N:5][N:4]=1. The yield is 0.490. (5) The reactants are [CH2:1]1[C:12]2[C:11]3[CH:10]=[CH:9][CH:8]=[CH:7][C:6]=3[NH:5][C:4]=2[CH2:3][CH2:2]1.Cl. The catalyst is [Pd]. The product is [CH2:1]1[CH:12]2[CH:4]([NH:5][C:6]3[CH:7]=[CH:8][CH:9]=[CH:10][C:11]=32)[CH2:3][CH2:2]1. The yield is 0.690. (6) The reactants are [Cl:1][C:2]1[N:7]=[C:6](Cl)[C:5]([C:9]([O:11][CH2:12][CH3:13])=[O:10])=[C:4]([CH2:14][N:15]2[C:23](=[O:24])[C:22]3[C:17](=[CH:18][CH:19]=[CH:20][CH:21]=3)[C:16]2=[O:25])[N:3]=1.[NH2:26][C:27]1[CH:32]=[CH:31][CH:30]=[C:29]([CH3:33])[CH:28]=1.C(N(CC)C(C)C)(C)C.C([O-])(O)=O.[Na+]. The catalyst is CC#N. The product is [Cl:1][C:2]1[N:3]=[C:4]([CH2:14][N:15]2[C:23](=[O:24])[C:22]3[C:17](=[CH:18][CH:19]=[CH:20][CH:21]=3)[C:16]2=[O:25])[C:5]([C:9]([O:11][CH2:12][CH3:13])=[O:10])=[C:6]([NH:26][C:27]2[CH:28]=[C:29]([CH3:33])[CH:30]=[CH:31][CH:32]=2)[N:7]=1. The yield is 0.690. (7) The catalyst is CN(C=O)C.C1C=CC(/C=C/C(/C=C/C2C=CC=CC=2)=O)=CC=1.C1C=CC(/C=C/C(/C=C/C2C=CC=CC=2)=O)=CC=1.C1C=CC(/C=C/C(/C=C/C2C=CC=CC=2)=O)=CC=1.[Pd].[Pd]. The product is [CH3:11][N:8]1[C:7]([CH2:12][N:13]2[CH2:14][CH2:15][CH:16]([CH:19]3[CH2:20][O:21][CH2:22]3)[CH2:17][CH2:18]2)=[N:6][C:5]2[C:9]1=[N:10][C:2]([NH:35][C:30]1[C:29]([NH2:36])=[CH:34][CH:33]=[CH:32][CH:31]=1)=[N:3][C:4]=2[N:23]1[CH2:28][CH2:27][O:26][CH2:25][CH2:24]1. The yield is 0.500. The reactants are Cl[C:2]1[N:10]=[C:9]2[C:5]([N:6]=[C:7]([CH2:12][N:13]3[CH2:18][CH2:17][CH:16]([CH:19]4[CH2:22][O:21][CH2:20]4)[CH2:15][CH2:14]3)[N:8]2[CH3:11])=[C:4]([N:23]2[CH2:28][CH2:27][O:26][CH2:25][CH2:24]2)[N:3]=1.[C:29]1([NH2:36])[C:30]([NH2:35])=[CH:31][CH:32]=[CH:33][CH:34]=1.CC(C1C=C(C(C)C)C(C2C=CC=CC=2P(C2CCCCC2)C2CCCCC2)=C(C(C)C)C=1)C.C([O-])([O-])=O.[Cs+].[Cs+]. (8) The reactants are [CH2:1](OCC)[CH3:2].C([Mg]Br)C.[C:10]([C:14]1[CH2:18][CH2:17][C:16](=O)[CH:15]=1)([CH3:13])([CH3:12])[CH3:11].Cl. The catalyst is O. The product is [CH2:1]([C:17]1[CH2:16][CH:15]=[C:14]([C:10]([CH3:13])([CH3:12])[CH3:11])[CH:18]=1)[CH3:2]. The yield is 0.780. (9) The reactants are [F:1][C:2]1[CH:3]=[C:4]2[C:8](=[CH:9][CH:10]=1)[NH:7][C:6](=[O:11])[C@@:5]12[CH2:13][C:12]1([CH3:15])[CH3:14].[CH3:16][O:17][C:18](=[O:32])[C:19]1[CH:24]=[C:23]([N:25]2[CH2:29][CH2:28][O:27][C:26]2=[O:30])[CH:22]=[C:21](Br)[CH:20]=1.C(=O)([O-])[O-].[K+].[K+].CNCCNC. The catalyst is C(#N)C.[Cu]I. The product is [CH3:16][O:17][C:18](=[O:32])[C:19]1[CH:24]=[C:23]([N:25]2[CH2:29][CH2:28][O:27][C:26]2=[O:30])[CH:22]=[C:21]([N:7]2[C:8]3[C:4](=[CH:3][C:2]([F:1])=[CH:10][CH:9]=3)[C@@:5]3([CH2:13][C:12]3([CH3:15])[CH3:14])[C:6]2=[O:11])[CH:20]=1. The yield is 0.800.